Dataset: Reaction yield outcomes from USPTO patents with 853,638 reactions. Task: Predict the reaction yield, written as a fraction of the theoretical maximum amount of product (1.0 means a 100% yield; for example, 0.34 means a 34% yield). The catalyst is CO. The yield is 0.900. The product is [F:3][C:4]1[CH:9]=[C:8]([CH3:10])[C:7]([OH:11])=[CH:6][C:5]=1[N+:16]([O-:18])=[O:17]. The reactants are [OH-].[Na+].[F:3][C:4]1[CH:9]=[C:8]([CH3:10])[C:7]([O:11]C(OC)=O)=[CH:6][C:5]=1[N+:16]([O-:18])=[O:17].